This data is from Reaction yield outcomes from USPTO patents with 853,638 reactions. The task is: Predict the reaction yield, written as a fraction of the theoretical maximum amount of product (1.0 means a 100% yield; for example, 0.34 means a 34% yield). (1) The reactants are [Li]CCCC.N(C(C)C)C(C)C.[CH:13]1([C:16]([O:18][C:19]([CH3:22])([CH3:21])[CH3:20])=[O:17])[CH2:15][CH2:14]1.Br[CH2:24][CH2:25][CH2:26][CH2:27][CH2:28][Cl:29].Cl. The catalyst is C1COCC1.[Cl-].[Na+].O.O. The product is [Cl:29][CH2:28][CH2:27][CH2:26][CH2:25][CH2:24][C:13]1([C:16]([O:18][C:19]([CH3:22])([CH3:21])[CH3:20])=[O:17])[CH2:15][CH2:14]1. The yield is 0.730. (2) The reactants are [Cl:1][C:2]1[CH:3]=[C:4]2[C:8](=[CH:9][C:10]=1[Cl:11])[C:7](=[O:12])[O:6][CH2:5]2.[Br:13]N1C(=O)CCC1=O.C(OOC(=O)C1C=CC=CC=1)(=O)C1C=CC=CC=1. The catalyst is C(Cl)(Cl)Cl. The product is [Br:13][CH:5]1[C:4]2[C:8](=[CH:9][C:10]([Cl:11])=[C:2]([Cl:1])[CH:3]=2)[C:7](=[O:12])[O:6]1. The yield is 0.910.